From a dataset of Forward reaction prediction with 1.9M reactions from USPTO patents (1976-2016). Predict the product of the given reaction. (1) Given the reactants [OH:1][CH2:2][CH2:3][N:4]([C:27]1[CH:32]=[CH:31][CH:30]=[CH:29][CH:28]=1)[C:5](=[O:26])[CH2:6][C:7]1[CH:12]=[CH:11][C:10]([NH:13][C:14](=[O:25])[CH2:15][CH2:16][CH2:17][CH2:18][CH2:19][CH2:20][C:21](OC)=[O:22])=[CH:9][CH:8]=1.O[Li].[OH2:35].Cl.CC[N:39]=C=NCCCN(C)C, predict the reaction product. The product is: [OH:35][NH:39][C:21](=[O:22])[CH2:20][CH2:19][CH2:18][CH2:17][CH2:16][CH2:15][C:14]([NH:13][C:10]1[CH:11]=[CH:12][C:7]([CH2:6][C:5]([N:4]([CH2:3][CH2:2][OH:1])[C:27]2[CH:28]=[CH:29][CH:30]=[CH:31][CH:32]=2)=[O:26])=[CH:8][CH:9]=1)=[O:25]. (2) Given the reactants [Cl:1][C:2]1[C:3]2[S:10][CH:9]=[C:8]([C:11]([OH:13])=O)[C:4]=2[N:5]=[CH:6][N:7]=1.[F:14][C:15]1[C:20]([O:21][CH3:22])=[CH:19][C:18]([O:23][CH3:24])=[C:17]([F:25])[C:16]=1[NH2:26].C1C=CC2N(O)N=NC=2C=1.CCN=C=NCCCN(C)C, predict the reaction product. The product is: [Cl:1][C:2]1[C:3]2[S:10][CH:9]=[C:8]([C:11]([NH:26][C:16]3[C:17]([F:25])=[C:18]([O:23][CH3:24])[CH:19]=[C:20]([O:21][CH3:22])[C:15]=3[F:14])=[O:13])[C:4]=2[N:5]=[CH:6][N:7]=1.